This data is from Full USPTO retrosynthesis dataset with 1.9M reactions from patents (1976-2016). The task is: Predict the reactants needed to synthesize the given product. (1) Given the product [Br:17][C:16]1[C:11]([N:8]2[CH2:9][CH2:10][N:5]([C:3](=[O:4])[CH2:2][CH2:38][NH:37][C:35](=[O:36])[O:34][C:30]([CH3:33])([CH3:32])[CH3:31])[CH2:6][CH2:7]2)=[C:12]2[C:20]([NH:21][C:22](=[O:29])[C:23]3[CH:28]=[CH:27][CH:26]=[N:25][CH:24]=3)=[CH:19][NH:18][C:13]2=[N:14][CH:15]=1, predict the reactants needed to synthesize it. The reactants are: N[CH2:2][C:3]([N:5]1[CH2:10][CH2:9][N:8]([C:11]2[C:16]([Br:17])=[CH:15][N:14]=[C:13]3[NH:18][CH:19]=[C:20]([NH:21][C:22](=[O:29])[C:23]4[CH:28]=[CH:27][CH:26]=[N:25][CH:24]=4)[C:12]=23)[CH2:7][CH2:6]1)=[O:4].[C:30]([O:34][C:35]([NH:37][CH2:38]CC(O)=O)=[O:36])([CH3:33])([CH3:32])[CH3:31].C1C=CC2N(O)N=NC=2C=1.O.CCN=C=NCCCN(C)C.CCN(C(C)C)C(C)C.C([O-])([O-])=O.[Na+].[Na+]. (2) Given the product [F:23][C:24]1[CH:29]=[CH:28][C:27]([CH:30]([C:31]2[CH:36]=[CH:35][C:34]([F:37])=[CH:33][CH:32]=2)[S:38][CH2:39][CH2:40][N:17]2[CH2:22][CH2:21][NH:20][CH2:19][CH2:18]2)=[CH:26][CH:25]=1, predict the reactants needed to synthesize it. The reactants are: C(SCC[N:17]1[CH2:22][CH2:21][NH:20][CH2:19][CH2:18]1)(C1C=CC=CC=1)C1C=CC=CC=1.[F:23][C:24]1[CH:29]=[CH:28][C:27]([CH:30]([S:38][CH2:39][CH2:40]Br)[C:31]2[CH:36]=[CH:35][C:34]([F:37])=[CH:33][CH:32]=2)=[CH:26][CH:25]=1. (3) Given the product [C:1]([O:5][C:6](=[O:30])[C:7]1[CH:12]=[CH:11][C:10]([C:13](=[O:28])[CH2:14][C@@:15]([C:20]2[CH:25]=[C:24]([Cl:26])[CH:23]=[C:22]([Cl:27])[CH:21]=2)([CH2:77][N+:74]([O-:76])=[O:75])[C:16]([F:17])([F:19])[F:18])=[CH:9][C:8]=1[CH3:29])([CH3:4])([CH3:3])[CH3:2], predict the reactants needed to synthesize it. The reactants are: [C:1]([O:5][C:6](=[O:30])[C:7]1[CH:12]=[CH:11][C:10]([C:13](=[O:28])/[CH:14]=[C:15](\[C:20]2[CH:25]=[C:24]([Cl:26])[CH:23]=[C:22]([Cl:27])[CH:21]=2)/[C:16]([F:19])([F:18])[F:17])=[CH:9][C:8]=1[CH3:29])([CH3:4])([CH3:3])[CH3:2].FC(F)(F)C1C=C(NC(N[C@H]([C@@H]2C[C@@H]3CCN2C[C@@H]3CC)C2C3C(=CC=C(OC)C=3)N=CC=2)=S)C=C(C(F)(F)F)C=1.[Cl-].[NH4+].[N+:74]([CH3:77])([O-:76])=[O:75]. (4) The reactants are: [C:1]([CH:3]1[CH2:8][CH2:7][N:6]([C:9]([N:11]2[CH2:16][CH:15]([C:17]3[CH:22]=[CH:21][C:20]([C:23]([F:26])([F:25])[F:24])=[CH:19][CH:18]=3)[CH2:14][CH:13]([C:27](O)=[O:28])[CH2:12]2)=[O:10])[CH2:5][CH2:4]1)#[N:2].[F:30][C:31]1[CH:36]=[C:35]([F:37])[CH:34]=[CH:33][C:32]=1[C:38](=[NH:41])[NH:39]O. Given the product [F:30][C:31]1[CH:36]=[C:35]([F:37])[CH:34]=[CH:33][C:32]=1[C:38]1[N:41]=[C:27]([CH:13]2[CH2:14][CH:15]([C:17]3[CH:22]=[CH:21][C:20]([C:23]([F:24])([F:26])[F:25])=[CH:19][CH:18]=3)[CH2:16][N:11]([C:9]([N:6]3[CH2:5][CH2:4][CH:3]([C:1]#[N:2])[CH2:8][CH2:7]3)=[O:10])[CH2:12]2)[O:28][N:39]=1, predict the reactants needed to synthesize it. (5) Given the product [O:10]=[C:9]1[N:8]2[CH2:7][C@H:6]([C:19]([OH:21])=[O:20])[CH2:5][CH2:4][C@H:3]2[CH2:12][O:11]1, predict the reactants needed to synthesize it. The reactants are: OC[C@H:3]1[N:8]([C:9]([O:11][CH2:12]C2C=CC=CC=2)=[O:10])[CH2:7][C@H:6]([C:19]([O:21]C)=[O:20])[CH2:5][CH2:4]1.[Li+].[OH-].